From a dataset of Full USPTO retrosynthesis dataset with 1.9M reactions from patents (1976-2016). Predict the reactants needed to synthesize the given product. The reactants are: C([S:4][CH2:5][CH:6]([CH:40]1[C:48]2[C:43](=[CH:44][C:45]([Br:49])=[CH:46][CH:47]=2)[CH2:42][CH2:41]1)[C:7]([NH:9][CH:10]([CH2:15][C:16]1[N:17]=[CH:18][N:19]([C:21]([C:34]2[CH:39]=[CH:38][CH:37]=[CH:36][CH:35]=2)([C:28]2[CH:33]=[CH:32][CH:31]=[CH:30][CH:29]=2)[C:22]2[CH:27]=[CH:26][CH:25]=[CH:24][CH:23]=2)[CH:20]=1)[C:11]([O:13]C)=[O:12])=[O:8])(=O)C.[OH-].[Na+].Cl. Given the product [Br:49][C:45]1[CH:44]=[C:43]2[C:48](=[CH:47][CH:46]=1)[CH:40]([CH:6]([CH2:5][SH:4])[C:7]([NH:9][C@H:10]([C:11]([OH:13])=[O:12])[CH2:15][C:16]1[N:17]=[CH:18][N:19]([C:21]([C:22]3[CH:23]=[CH:24][CH:25]=[CH:26][CH:27]=3)([C:28]3[CH:29]=[CH:30][CH:31]=[CH:32][CH:33]=3)[C:34]3[CH:39]=[CH:38][CH:37]=[CH:36][CH:35]=3)[CH:20]=1)=[O:8])[CH2:41][CH2:42]2, predict the reactants needed to synthesize it.